Dataset: Forward reaction prediction with 1.9M reactions from USPTO patents (1976-2016). Task: Predict the product of the given reaction. (1) Given the reactants Cl[C:2]1[C:7]([C:8]([NH:10][C:11]2[CH:16]=[CH:15][C:14]([O:17][CH2:18][CH3:19])=[CH:13][CH:12]=2)=[O:9])=[CH:6][CH:5]=[CH:4][N:3]=1.[CH2:20]([NH2:28])[CH2:21][C:22]1[CH:27]=[CH:26][CH:25]=[CH:24][CH:23]=1, predict the reaction product. The product is: [CH2:18]([O:17][C:14]1[CH:15]=[CH:16][C:11]([NH:10][C:8]([C:7]2[C:2]([NH:28][CH2:20][CH2:21][C:22]3[CH:27]=[CH:26][CH:25]=[CH:24][CH:23]=3)=[N:3][CH:4]=[CH:5][CH:6]=2)=[O:9])=[CH:12][CH:13]=1)[CH3:19]. (2) Given the reactants O[C:2]([C:10]1[CH:15]=[CH:14][C:13]([CH:16]2[CH2:22][CH2:21][CH2:20][CH2:19][CH2:18][CH2:17]2)=[CH:12][CH:11]=1)([CH3:9])[CH2:3][C:4]([O:6][CH2:7][CH3:8])=[O:5].C1(C)C=CC(S(O)(=O)=O)=CC=1, predict the reaction product. The product is: [CH:16]1([C:13]2[CH:12]=[CH:11][C:10]([C:2]([CH3:9])=[CH:3][C:4]([O:6][CH2:7][CH3:8])=[O:5])=[CH:15][CH:14]=2)[CH2:17][CH2:18][CH2:19][CH2:20][CH2:21][CH2:22]1. (3) Given the reactants [CH3:1][N:2]([CH3:7])[CH2:3][CH2:4][CH2:5][OH:6].[H-].[Na+].[F:10][C:11]1[CH:16]=[C:15]([F:17])[CH:14]=[CH:13][C:12]=1/[CH:18]=[CH:19]/[C:20]1[CH:25]=[CH:24][C:23]([S:26]([C:29]2[CH:34]=[CH:33][CH:32]=[CH:31][C:30]=2F)(=[O:28])=[O:27])=[CH:22][N:21]=1, predict the reaction product. The product is: [F:10][C:11]1[CH:16]=[C:15]([F:17])[CH:14]=[CH:13][C:12]=1/[CH:18]=[CH:19]/[C:20]1[CH:25]=[CH:24][C:23]([S:26]([C:29]2[CH:34]=[CH:33][CH:32]=[CH:31][C:30]=2[O:6][CH2:5][CH2:4][CH2:3][N:2]([CH3:7])[CH3:1])(=[O:28])=[O:27])=[CH:22][N:21]=1. (4) Given the reactants [NH2:1][CH2:2][CH:3]([CH2:20][C:21]1[CH:26]=[CH:25][CH:24]=[CH:23][CH:22]=1)[C:4]([N:6]1[CH2:11][CH2:10][N:9]([C:12]2[CH:17]=[CH:16][C:15]([Cl:18])=[C:14]([Cl:19])[CH:13]=2)[CH2:8][CH2:7]1)=[O:5].[Cl:27][C:28]1[CH:36]=[CH:35][C:31]([C:32](Cl)=[O:33])=[CH:30][CH:29]=1, predict the reaction product. The product is: [CH2:20]([CH:3]([C:4]([N:6]1[CH2:7][CH2:8][N:9]([C:12]2[CH:17]=[CH:16][C:15]([Cl:18])=[C:14]([Cl:19])[CH:13]=2)[CH2:10][CH2:11]1)=[O:5])[CH2:2][NH:1][C:32](=[O:33])[C:31]1[CH:35]=[CH:36][C:28]([Cl:27])=[CH:29][CH:30]=1)[C:21]1[CH:26]=[CH:25][CH:24]=[CH:23][CH:22]=1.